Dataset: Catalyst prediction with 721,799 reactions and 888 catalyst types from USPTO. Task: Predict which catalyst facilitates the given reaction. Reactant: [C:1]([O:5][C:6]([NH:8][C@H:9]([CH2:15][CH:16]1[CH2:21][CH2:20][CH2:19][CH2:18][CH2:17]1)[CH:10]([OH:14])[C:11]([OH:13])=O)=[O:7])([CH3:4])([CH3:3])[CH3:2].C1(N=C=NC2CCCCC2)CCCCC1.[C:37]([O:41][CH2:42][C:43]1[CH:48]=[CH:47][CH:46]=[CH:45][CH:44]=1)(=[O:40])[NH:38][NH2:39]. Product: [C:1]([O:5][C:6]([NH:8][C@H:9]([CH2:15][CH:16]1[CH2:21][CH2:20][CH2:19][CH2:18][CH2:17]1)[CH:10]([OH:14])[C:11]([NH:39][NH:38][C:37]([O:41][CH2:42][C:43]1[CH:48]=[CH:47][CH:46]=[CH:45][CH:44]=1)=[O:40])=[O:13])=[O:7])([CH3:2])([CH3:3])[CH3:4]. The catalyst class is: 4.